Dataset: Catalyst prediction with 721,799 reactions and 888 catalyst types from USPTO. Task: Predict which catalyst facilitates the given reaction. (1) Reactant: [N:1]1[CH:6]=[CH:5][CH:4]=[CH:3][C:2]=1[CH:7]([C:10]#[N:11])[C:8]#[N:9].[NH2:12][NH2:13].O. Product: [N:1]1[CH:6]=[CH:5][CH:4]=[CH:3][C:2]=1[C:7]1[C:10]([NH2:11])=[N:12][NH:13][C:8]=1[NH2:9]. The catalyst class is: 125. (2) Reactant: Cl.Cl.[N:3]1[C:11]2[CH:10]=[CH:9][N:8]=[CH:7][C:6]=2[O:5][C:4]=1[NH:12][CH:13]1[CH2:18][CH2:17][NH:16][CH2:15][CH2:14]1.[CH3:19][O:20][C:21]1[CH:28]=[CH:27][C:24]([CH:25]=O)=[CH:23][C:22]=1[O:29][CH2:30][CH2:31][CH3:32].C([BH3-])#N.[Na+].C(N(C(C)C)C(C)C)C. Product: [CH3:19][O:20][C:21]1[CH:28]=[CH:27][C:24]([CH2:25][N:16]2[CH2:17][CH2:18][CH:13]([NH:12][C:4]3[O:5][C:6]4[CH:7]=[N:8][CH:9]=[CH:10][C:11]=4[N:3]=3)[CH2:14][CH2:15]2)=[CH:23][C:22]=1[O:29][CH2:30][CH2:31][CH3:32]. The catalyst class is: 212. (3) Reactant: [C:1]1([OH:7])[CH:6]=[CH:5][CH:4]=[CH:3][CH:2]=1.CC(C)([O-])C.[K+].Cl[C:15]1[N:16]=[N:17][C:18]([O:21][C:22]2[CH:27]=[CH:26][CH:25]=[CH:24][CH:23]=2)=[CH:19][CH:20]=1. Product: [O:7]([C:15]1[N:16]=[N:17][C:18]([O:21][C:22]2[CH:23]=[CH:24][CH:25]=[CH:26][CH:27]=2)=[CH:19][CH:20]=1)[C:1]1[CH:6]=[CH:5][CH:4]=[CH:3][CH:2]=1. The catalyst class is: 54. (4) Reactant: Cl.O1CCOCC1.[Cl:8][C:9]1[CH:52]=[CH:51][CH:50]=[CH:49][C:10]=1[CH2:11][N:12]1[C:20]2[C:19](=[O:21])[N:18]([CH3:22])[C:17]([O:23][C:24]3[CH:29]=[CH:28][CH:27]=[C:26]([O:30][CH2:31][CH3:32])[CH:25]=3)=[N:16][C:15]=2[C:14]([C:33]#[N:34])=[C:13]1[N:35]1[CH2:40][CH2:39][CH2:38][C@@H:37]([NH:41]C(=O)OC(C)(C)C)[CH2:36]1. Product: [ClH:8].[NH2:41][C@@H:37]1[CH2:38][CH2:39][CH2:40][N:35]([C:13]2[N:12]([CH2:11][C:10]3[CH:49]=[CH:50][CH:51]=[CH:52][C:9]=3[Cl:8])[C:20]3[C:19](=[O:21])[N:18]([CH3:22])[C:17]([O:23][C:24]4[CH:29]=[CH:28][CH:27]=[C:26]([O:30][CH2:31][CH3:32])[CH:25]=4)=[N:16][C:15]=3[C:14]=2[C:33]#[N:34])[CH2:36]1. The catalyst class is: 12. (5) Reactant: [Cl:1][C:2]1[CH:3]=[C:4]([C:8]2[N:16]=[C:15]([C:17]#[N:18])[N:14]=[C:13]3[C:9]=2[N:10]([CH2:19][C@H:20]2[CH2:25][CH2:24][C@H:23]([CH3:26])[CH2:22][CH2:21]2)[CH:11]=[N:12]3)[CH:5]=[CH:6][CH:7]=1.CC1(C)CCCC(C)(C)N1[Mg]Cl.C1COCC1.C1(C)C=CC=CC=1.[Br:51]N1C(C)(C)C(=O)N(Br)C1=O. Product: [Br:51][C:11]1[N:10]([CH2:19][C@H:20]2[CH2:25][CH2:24][C@H:23]([CH3:26])[CH2:22][CH2:21]2)[C:9]2[C:13](=[N:14][C:15]([C:17]#[N:18])=[N:16][C:8]=2[C:4]2[CH:5]=[CH:6][CH:7]=[C:2]([Cl:1])[CH:3]=2)[N:12]=1. The catalyst class is: 1. (6) Reactant: [CH2:1]([O:6][CH:7]=[CH:8][CH:9]=[CH:10][CH2:11][CH2:12][CH2:13][CH3:14])[CH:2]([CH2:4][OH:5])[OH:3]. Product: [CH2:1]([O:6][CH2:7][CH2:8][CH2:9][CH2:10][CH2:11][CH2:12][CH2:13][CH3:14])[CH:2]([CH2:4][OH:5])[OH:3]. The catalyst class is: 45. (7) Reactant: [CH2:1]([O:8][C:9]([N:11]1[CH2:16][CH2:15][N:14]([C:17]2[CH:22]=[CH:21][C:20]([C:23]3[N:24]=[N:25][NH:26][N:27]=3)=[CH:19][N:18]=2)[CH2:13][CH2:12]1)=[O:10])[C:2]1[CH:7]=[CH:6][CH:5]=[CH:4][CH:3]=1.C(=O)([O-])[O-].[K+].[K+].Br[CH2:35][CH2:36][OH:37].O. Product: [CH2:1]([O:8][C:9]([N:11]1[CH2:16][CH2:15][N:14]([C:17]2[CH:22]=[CH:21][C:20]([C:23]3[N:27]=[N:26][N:25]([CH2:35][CH2:36][OH:37])[N:24]=3)=[CH:19][N:18]=2)[CH2:13][CH2:12]1)=[O:10])[C:2]1[CH:7]=[CH:6][CH:5]=[CH:4][CH:3]=1. The catalyst class is: 9.